From a dataset of Plasma protein binding rate (PPBR) regression data from AstraZeneca. Regression/Classification. Given a drug SMILES string, predict its absorption, distribution, metabolism, or excretion properties. Task type varies by dataset: regression for continuous measurements (e.g., permeability, clearance, half-life) or binary classification for categorical outcomes (e.g., BBB penetration, CYP inhibition). For this dataset (ppbr_az), we predict Y. (1) The molecule is CNc1c(Br)cnc2[nH]c(-c3ccc(S(C)(=O)=O)cc3)nc12. The Y is 95.2 %. (2) The compound is COc1ccc2c(c1)N(CCN1CCC(NCc3cc4c(cn3)OCCO4)CC1)C(=O)CO2. The Y is 82.4 %. (3) The molecule is CN(Cc1cnc2nc(N)nc(N)c2n1)c1ccc(C(=O)N[C@@H](CCC(=O)O)C(=O)O)cc1. The Y is 46.5 %.